Dataset: NCI-60 drug combinations with 297,098 pairs across 59 cell lines. Task: Regression. Given two drug SMILES strings and cell line genomic features, predict the synergy score measuring deviation from expected non-interaction effect. (1) Drug 1: C1=CN(C(=O)N=C1N)C2C(C(C(O2)CO)O)O.Cl. Drug 2: CC1C(C(CC(O1)OC2CC(OC(C2O)C)OC3=CC4=CC5=C(C(=O)C(C(C5)C(C(=O)C(C(C)O)O)OC)OC6CC(C(C(O6)C)O)OC7CC(C(C(O7)C)O)OC8CC(C(C(O8)C)O)(C)O)C(=C4C(=C3C)O)O)O)O. Cell line: HCT116. Synergy scores: CSS=65.8, Synergy_ZIP=-1.78, Synergy_Bliss=-3.36, Synergy_Loewe=-2.12, Synergy_HSA=-1.22. (2) Drug 1: C1=C(C(=O)NC(=O)N1)F. Drug 2: CS(=O)(=O)CCNCC1=CC=C(O1)C2=CC3=C(C=C2)N=CN=C3NC4=CC(=C(C=C4)OCC5=CC(=CC=C5)F)Cl. Cell line: SF-268. Synergy scores: CSS=28.5, Synergy_ZIP=5.65, Synergy_Bliss=8.44, Synergy_Loewe=5.55, Synergy_HSA=6.18. (3) Drug 1: COC1=CC(=CC(=C1O)OC)C2C3C(COC3=O)C(C4=CC5=C(C=C24)OCO5)OC6C(C(C7C(O6)COC(O7)C8=CC=CS8)O)O. Drug 2: CCC1(CC2CC(C3=C(CCN(C2)C1)C4=CC=CC=C4N3)(C5=C(C=C6C(=C5)C78CCN9C7C(C=CC9)(C(C(C8N6C)(C(=O)OC)O)OC(=O)C)CC)OC)C(=O)OC)O.OS(=O)(=O)O. Cell line: NCI-H522. Synergy scores: CSS=50.8, Synergy_ZIP=-9.62, Synergy_Bliss=-6.22, Synergy_Loewe=-5.31, Synergy_HSA=-3.20. (4) Drug 2: C(CCl)NC(=O)N(CCCl)N=O. Drug 1: C1CN1P(=S)(N2CC2)N3CC3. Cell line: UACC-257. Synergy scores: CSS=4.00, Synergy_ZIP=-1.48, Synergy_Bliss=-0.928, Synergy_Loewe=-0.981, Synergy_HSA=-0.347. (5) Drug 2: CCC1(CC2CC(C3=C(CCN(C2)C1)C4=CC=CC=C4N3)(C5=C(C=C6C(=C5)C78CCN9C7C(C=CC9)(C(C(C8N6C)(C(=O)OC)O)OC(=O)C)CC)OC)C(=O)OC)O.OS(=O)(=O)O. Cell line: 786-0. Synergy scores: CSS=0.203, Synergy_ZIP=-0.136, Synergy_Bliss=0.587, Synergy_Loewe=-0.970, Synergy_HSA=-0.992. Drug 1: CC1=C(C(=CC=C1)Cl)NC(=O)C2=CN=C(S2)NC3=CC(=NC(=N3)C)N4CCN(CC4)CCO. (6) Drug 1: CNC(=O)C1=CC=CC=C1SC2=CC3=C(C=C2)C(=NN3)C=CC4=CC=CC=N4. Drug 2: CC1CCCC2(C(O2)CC(NC(=O)CC(C(C(=O)C(C1O)C)(C)C)O)C(=CC3=CSC(=N3)C)C)C. Cell line: SNB-75. Synergy scores: CSS=-0.133, Synergy_ZIP=-0.416, Synergy_Bliss=-0.737, Synergy_Loewe=-2.50, Synergy_HSA=-2.48.